This data is from Catalyst prediction with 721,799 reactions and 888 catalyst types from USPTO. The task is: Predict which catalyst facilitates the given reaction. (1) Reactant: [Cl:1][C:2]1[CH:7]=[C:6]([C:8]2[CH:13]=[N:12][CH:11]=[C:10]([CH3:14])[N:9]=2)[CH:5]=[CH:4][C:3]=1[C:15]1[C:26](=[O:27])[N:25]([CH2:28][CH2:29][O:30][CH:31]2[CH2:34][N:33]([C:35]([O:37][C:38]([CH3:41])([CH3:40])[CH3:39])=[O:36])[CH2:32]2)[C:18]2[N:19]=[C:20]([S:23][CH3:24])[N:21]=[CH:22][C:17]=2[CH:16]=1.C1C=C(Cl)C=C(C(OO)=[O:50])C=1. Product: [Cl:1][C:2]1[CH:7]=[C:6]([C:8]2[CH:13]=[N:12][CH:11]=[C:10]([CH3:14])[N:9]=2)[CH:5]=[CH:4][C:3]=1[C:15]1[C:26](=[O:27])[N:25]([CH2:28][CH2:29][O:30][CH:31]2[CH2:32][N:33]([C:35]([O:37][C:38]([CH3:41])([CH3:40])[CH3:39])=[O:36])[CH2:34]2)[C:18]2[N:19]=[C:20]([S:23]([CH3:24])=[O:50])[N:21]=[CH:22][C:17]=2[CH:16]=1. The catalyst class is: 2. (2) Reactant: [CH3:1][O:2][C:3]([C:5]1[O:6][C:7](=O)[C:8]2[C:13]([C:14]=1[C:15]1[CH:20]=[CH:19][CH:18]=[CH:17][CH:16]=1)=[CH:12][C:11]([Br:21])=[CH:10][CH:9]=2)=[O:4].[S:23]1[CH:27]=[C:26]([C:28]2[CH:35]=[CH:34][C:31]([CH2:32][NH2:33])=[CH:30][CH:29]=2)[N:25]=[N:24]1.C(N(CC)CC)C. Product: [CH3:1][O:2][C:3]([C:5]1[N:33]([CH2:32][C:31]2[CH:30]=[CH:29][C:28]([C:26]3[N:25]=[N:24][S:23][CH:27]=3)=[CH:35][CH:34]=2)[C:7](=[O:6])[C:8]2[C:13]([C:14]=1[C:15]1[CH:20]=[CH:19][CH:18]=[CH:17][CH:16]=1)=[CH:12][C:11]([Br:21])=[CH:10][CH:9]=2)=[O:4]. The catalyst class is: 5. (3) Reactant: [F:1][C:2]([F:7])([F:6])[C:3]([OH:5])=[O:4].[Cl:8][C:9]1[CH:10]=[N:11][C:12]2[NH:13][C:14]3[CH:15]=[CH:16][CH:17]=[C:18]([CH:40]=3)[CH2:19][CH2:20][C:21]3[CH:29]=[C:25]([NH:26][C:27]=1[N:28]=2)[CH:24]=[CH:23][C:22]=3[O:30][CH2:31][C:32](=[O:39])[N:33]1[CH2:38][CH2:37][NH:36][CH2:35][CH2:34]1.C(N(CC)C(C)C)(C)C.[C:50](Cl)(=[O:52])[CH3:51]. Product: [F:1][C:2]([F:7])([F:6])[C:3]([OH:5])=[O:4].[C:50]([N:36]1[CH2:37][CH2:38][N:33]([C:32](=[O:39])[CH2:31][O:30][C:22]2[CH:23]=[CH:24][C:25]3[NH:26][C:27]4[N:28]=[C:12]([NH:13][C:14]5[CH:15]=[CH:16][CH:17]=[C:18]([CH:40]=5)[CH2:19][CH2:20][C:21]=2[CH:29]=3)[N:11]=[CH:10][C:9]=4[Cl:8])[CH2:34][CH2:35]1)(=[O:52])[CH3:51]. The catalyst class is: 9. (4) Reactant: C([O:3][C:4](=[O:39])[CH2:5][CH2:6][CH2:7][CH2:8][CH2:9][CH2:10][O:11][C:12]1[CH:17]=[CH:16][C:15]([C:18]([CH2:36][CH3:37])([C:21]2[CH:26]=[CH:25][C:24]([CH2:27][CH2:28][CH:29]([OH:34])[C:30]([CH3:33])([CH3:32])[CH3:31])=[C:23]([CH3:35])[CH:22]=2)[CH2:19][CH3:20])=[CH:14][C:13]=1[CH3:38])C.[OH-].[K+].Cl. Product: [CH2:19]([C:18]([C:15]1[CH:16]=[CH:17][C:12]([O:11][CH2:10][CH2:9][CH2:8][CH2:7][CH2:6][CH2:5][C:4]([OH:39])=[O:3])=[C:13]([CH3:38])[CH:14]=1)([C:21]1[CH:26]=[CH:25][C:24]([CH2:27][CH2:28][CH:29]([OH:34])[C:30]([CH3:32])([CH3:33])[CH3:31])=[C:23]([CH3:35])[CH:22]=1)[CH2:36][CH3:37])[CH3:20]. The catalyst class is: 5. (5) Reactant: COC(=O)[CH:4]([C:18]1[CH:23]=[CH:22][C:21]([F:24])=[CH:20][CH:19]=1)[C:5]([C:7]1[C:12]([O:13][CH3:14])=[CH:11][CH:10]=[C:9]([O:15][CH3:16])[C:8]=1[F:17])=[O:6]. Product: [F:17][C:8]1[C:9]([O:15][CH3:16])=[CH:10][CH:11]=[C:12]([O:13][CH3:14])[C:7]=1[C:5](=[O:6])[CH2:4][C:18]1[CH:19]=[CH:20][C:21]([F:24])=[CH:22][CH:23]=1. The catalyst class is: 811.